Predict the product of the given reaction. From a dataset of Forward reaction prediction with 1.9M reactions from USPTO patents (1976-2016). (1) Given the reactants [N:1]1([C:7]2[CH:12]=[CH:11][C:10]([C:13]3[NH:22][C:21](=[O:23])[C:20]4[C:15](=[CH:16][CH:17]=[CH:18][CH:19]=4)[N:14]=3)=[CH:9][CH:8]=2)[CH2:6][CH2:5][NH:4][CH2:3][CH2:2]1.CCN(C(C)C)C(C)C.FC(F)(F)S(O[CH2:39][C:40]([F:43])([F:42])[F:41])(=O)=O, predict the reaction product. The product is: [F:41][C:40]([F:43])([F:42])[CH2:39][N:4]1[CH2:5][CH2:6][N:1]([C:7]2[CH:8]=[CH:9][C:10]([C:13]3[NH:22][C:21](=[O:23])[C:20]4[C:15](=[CH:16][CH:17]=[CH:18][CH:19]=4)[N:14]=3)=[CH:11][CH:12]=2)[CH2:2][CH2:3]1. (2) The product is: [C:9]([O:13][C:14]([N:16]1[CH:20]=[C:19]([C:5]2[N:4]=[N:3][C:2]([Cl:1])=[CH:7][CH:6]=2)[CH:18]=[N:17]1)=[O:15])([CH3:12])([CH3:10])[CH3:11]. Given the reactants [Cl:1][C:2]1[N:3]=[N:4][C:5](Cl)=[CH:6][CH:7]=1.[C:9]([O:13][C:14]([N:16]1[CH:20]=[C:19](B2OC(C)(C)C(C)(C)O2)[CH:18]=[N:17]1)=[O:15])([CH3:12])([CH3:11])[CH3:10].C(=O)([O-])[O-].[K+].[K+], predict the reaction product. (3) Given the reactants [NH2:1][C:2]1[CH:7]=[CH:6][CH:5]=[C:4]([C:8]([F:11])([F:10])[F:9])[C:3]=1[NH:12][CH2:13][CH2:14][OH:15].[CH:16](O)=O, predict the reaction product. The product is: [F:9][C:8]([F:10])([F:11])[C:4]1[C:3]2[N:12]([CH2:13][CH2:14][OH:15])[CH:16]=[N:1][C:2]=2[CH:7]=[CH:6][CH:5]=1. (4) Given the reactants [C:1]([C:5]1[CH:10]=[CH:9][C:8](B(O)O)=[CH:7][CH:6]=1)([CH3:4])([CH3:3])[CH3:2].Br[C:15]1[CH:20]=[C:19]([CH3:21])[C:18]([NH:22][C:23](=[O:28])[C:24]([F:27])([F:26])[F:25])=[C:17]([CH3:29])[CH:16]=1.C([O-])([O-])=O.[Na+].[Na+], predict the reaction product. The product is: [F:25][C:24]([F:26])([F:27])[C:23]([NH:22][C:18]1[C:19]([CH3:21])=[CH:20][C:15]([C:8]2[CH:9]=[CH:10][C:5]([C:1]([CH3:4])([CH3:3])[CH3:2])=[CH:6][CH:7]=2)=[CH:16][C:17]=1[CH3:29])=[O:28]. (5) Given the reactants [CH3:1][O:2][C:3](=[O:13])[C:4]1[CH:9]=[C:8]([Cl:10])[C:7]([OH:11])=[C:6]([Cl:12])[CH:5]=1.[CH2:14](Br)[C:15]1[CH:20]=[CH:19][CH:18]=[CH:17][CH:16]=1.C(=O)([O-])[O-].[K+].[K+], predict the reaction product. The product is: [CH3:1][O:2][C:3](=[O:13])[C:4]1[CH:5]=[C:6]([Cl:12])[C:7]([O:11][CH2:14][C:15]2[CH:20]=[CH:19][CH:18]=[CH:17][CH:16]=2)=[C:8]([Cl:10])[CH:9]=1. (6) Given the reactants [O:1]1[CH:5]=[C:4]([C:6]([OH:8])=O)[N:3]=[CH:2]1.C1C=C[C:12]2[N:17]([OH:18])N=NC=2C=1.[CH3:19]CN(C(C)C)C(C)C.C(Cl)CCl, predict the reaction product. The product is: [CH3:19][O:18][N:17]([CH3:12])[C:6]([C:4]1[N:3]=[CH:2][O:1][CH:5]=1)=[O:8]. (7) Given the reactants [NH2:1][C:2]1[N:3]=[C:4]([NH:17][CH:18]2[CH2:23][CH2:22][N:21]([S:24]([C:27]3[CH:28]=[N:29][C:30]([SH:33])=[CH:31][CH:32]=3)(=[O:26])=[O:25])[CH2:20][CH2:19]2)[S:5][C:6]=1[C:7]([C:9]1[C:14]([F:15])=[CH:13][CH:12]=[CH:11][C:10]=1[F:16])=[O:8].[ClH:34].[Cl:35][CH2:36][CH2:37][N:38]1[CH2:43][CH2:42][O:41][CH2:40][CH2:39]1, predict the reaction product. The product is: [ClH:35].[ClH:34].[NH2:1][C:2]1[N:3]=[C:4]([NH:17][CH:18]2[CH2:19][CH2:20][N:21]([S:24]([C:27]3[CH:28]=[N:29][C:30]([S:33][CH2:36][CH2:37][N:38]4[CH2:43][CH2:42][O:41][CH2:40][CH2:39]4)=[CH:31][CH:32]=3)(=[O:26])=[O:25])[CH2:22][CH2:23]2)[S:5][C:6]=1[C:7]([C:9]1[C:14]([F:15])=[CH:13][CH:12]=[CH:11][C:10]=1[F:16])=[O:8].